From a dataset of Forward reaction prediction with 1.9M reactions from USPTO patents (1976-2016). Predict the product of the given reaction. (1) Given the reactants [CH3:1][C:2]1[CH:3]=[C:4]([C:25]2[CH:26]=[C:27]([CH:37]=[CH:38][CH:39]=2)[CH2:28][NH:29]C(=O)OC(C)(C)C)[C:5]2[N:6]([N:8]=[C:9]([NH:11][CH:12]3[CH2:17][CH2:16][N:15]([C:18]4[CH:23]=[C:22]([CH3:24])[N:21]=[CH:20][N:19]=4)[CH2:14][CH2:13]3)[N:10]=2)[CH:7]=1.[ClH:40], predict the reaction product. The product is: [ClH:40].[ClH:40].[NH2:29][CH2:28][C:27]1[CH:26]=[C:25]([C:4]2[C:5]3[N:6]([N:8]=[C:9]([NH:11][CH:12]4[CH2:13][CH2:14][N:15]([C:18]5[CH:23]=[C:22]([CH3:24])[N:21]=[CH:20][N:19]=5)[CH2:16][CH2:17]4)[N:10]=3)[CH:7]=[C:2]([CH3:1])[CH:3]=2)[CH:39]=[CH:38][CH:37]=1. (2) Given the reactants [NH:1]1[CH2:5][CH2:4][CH2:3][CH2:2]1.[C:6]([O:10][C:11]([N:13]1[CH2:16][CH:15]([C:17](O)=[O:18])[CH2:14]1)=[O:12])([CH3:9])([CH3:8])[CH3:7].CN(C(ON1N=NC2C=CC=NC1=2)=[N+](C)C)C.F[P-](F)(F)(F)(F)F.CCN(C(C)C)C(C)C, predict the reaction product. The product is: [C:6]([O:10][C:11]([N:13]1[CH2:16][CH:15]([C:17]([N:1]2[CH2:5][CH2:4][CH2:3][CH2:2]2)=[O:18])[CH2:14]1)=[O:12])([CH3:9])([CH3:8])[CH3:7]. (3) Given the reactants [C:1]1([NH2:8])[CH:6]=[CH:5][CH:4]=[C:3]([NH2:7])[CH:2]=1.[C:9]1([N:15]=[C:16]=[O:17])[CH:14]=[CH:13][CH:12]=[CH:11][CH:10]=1, predict the reaction product. The product is: [NH2:7][C:3]1[CH:2]=[C:1]([NH:8][C:16]([NH:15][C:9]2[CH:14]=[CH:13][CH:12]=[CH:11][CH:10]=2)=[O:17])[CH:6]=[CH:5][CH:4]=1. (4) Given the reactants [F:1][C:2]1[CH:3]=[C:4]([CH2:19][OH:20])[CH:5]=[CH:6][C:7]=1[O:8][C:9]1[CH:14]=[CH:13][CH:12]=[C:11]([C:15]([F:18])([F:17])[F:16])[CH:10]=1.Cl[C:22]1[CH:33]=[C:26]2[N:27]([CH3:32])[C@@H:28]([CH3:31])[CH2:29][CH2:30][N:25]2[C:24](=[O:34])[N:23]=1, predict the reaction product. The product is: [F:1][C:2]1[CH:3]=[C:4]([CH:5]=[CH:6][C:7]=1[O:8][C:9]1[CH:14]=[CH:13][CH:12]=[C:11]([C:15]([F:17])([F:18])[F:16])[CH:10]=1)[CH2:19][O:20][C:22]1[CH:33]=[C:26]2[N:27]([CH3:32])[C@@H:28]([CH3:31])[CH2:29][CH2:30][N:25]2[C:24](=[O:34])[N:23]=1.